From a dataset of Full USPTO retrosynthesis dataset with 1.9M reactions from patents (1976-2016). Predict the reactants needed to synthesize the given product. (1) Given the product [NH2:18][C:19]1[CH:24]=[CH:23][CH:22]=[CH:21][C:20]=1[S:25][C:3]1[C:4]2[C:9](=[CH:8][CH:7]=[CH:6][CH:5]=2)[NH:1][C:2]=1[C:10]([N:12]1[CH2:17][CH2:16][CH2:15][CH2:14][CH2:13]1)=[O:11], predict the reactants needed to synthesize it. The reactants are: [NH:1]1[C:9]2[C:4](=[CH:5][CH:6]=[CH:7][CH:8]=2)[CH:3]=[C:2]1[C:10]([N:12]1[CH2:17][CH2:16][CH2:15][CH2:14][CH2:13]1)=[O:11].[NH2:18][C:19]1[CH:24]=[CH:23][CH:22]=[CH:21][C:20]=1[S:25][S:25][C:20]1[CH:21]=[CH:22][CH:23]=[CH:24][C:19]=1[NH2:18]. (2) Given the product [Cl:1][C:2]1[CH:3]=[CH:4][C:5]([CH2:6][NH:7][C:8](=[O:19])[NH:9][O:10][CH2:11][C:12]([OH:14])=[O:13])=[CH:20][CH:21]=1, predict the reactants needed to synthesize it. The reactants are: [Cl:1][C:2]1[CH:21]=[CH:20][C:5]([CH2:6][NH:7][C:8](=[O:19])[NH:9][O:10][CH2:11][C:12]([O:14]C(C)(C)C)=[O:13])=[CH:4][CH:3]=1.Cl.O1CCOCC1.